This data is from Forward reaction prediction with 1.9M reactions from USPTO patents (1976-2016). The task is: Predict the product of the given reaction. (1) Given the reactants [I-].[CH3:2][S+](C)(C)=O.[H-].[Na+].[F:9][C:10]1[CH:11]=[C:12]2[C:16](=[CH:17][CH:18]=1)[NH:15][C:14](=[O:19])/[C:13]/2=[CH:20]\[C:21]1[CH:29]=[C:28]2[C:24]([C:25]([I:30])=[N:26][NH:27]2)=[CH:23][CH:22]=1, predict the reaction product. The product is: [F:9][C:10]1[CH:11]=[C:12]2[C:16](=[CH:17][CH:18]=1)[NH:15][C:14](=[O:19])[C@:13]12[CH2:2][C@H:20]1[C:21]1[CH:29]=[C:28]2[C:24]([C:25]([I:30])=[N:26][NH:27]2)=[CH:23][CH:22]=1. (2) Given the reactants Br[C:2]1[CH:3]=[C:4]2[C:9](=[CH:10][CH:11]=1)[CH:8]=[C:7]([OH:12])[CH:6]=[CH:5]2, predict the reaction product. The product is: [CH:2]1[CH:3]=[C:4]2[CH:5]=[CH:6][C:7]([OH:12])=[C:8]([C:8]3[C:9]4[C:4](=[CH:3][CH:2]=[CH:11][CH:10]=4)[CH:5]=[CH:6][C:7]=3[OH:12])[C:9]2=[CH:10][CH:11]=1. (3) The product is: [Cl:1][C:2]1[C:7]([N+:8]([O-:10])=[O:9])=[C:6]([OH:14])[CH:5]=[CH:4][N:3]=1. Given the reactants [Cl:1][C:2]1[C:7]([N+:8]([O-:10])=[O:9])=[C:6](Cl)[CH:5]=[CH:4][N:3]=1.C([O-])(=[O:14])C.[Cs+].[NH4+].[Cl-], predict the reaction product. (4) The product is: [Br:1][C:2]1[CH:3]=[C:4]2[CH:10]=[CH:9][N:8]([Si:24]([CH:29]([CH3:31])[CH3:30])([CH:26]([CH3:28])[CH3:27])[CH:21]([CH3:23])[CH3:22])[C:5]2=[N:6][CH:7]=1. Given the reactants [Br:1][C:2]1[CH:3]=[C:4]2[CH:10]=[CH:9][NH:8][C:5]2=[N:6][CH:7]=1.C[Si](C)(C)[N-][Si](C)(C)C.[Li+].[CH:21]([Si:24]([CH:29]([CH3:31])[CH3:30])([CH:26]([CH3:28])[CH3:27])Cl)([CH3:23])[CH3:22], predict the reaction product. (5) Given the reactants Br[CH:2]([C:10]1[CH:15]=[CH:14][CH:13]=[CH:12][C:11]=1[F:16])[C:3]1[CH:8]=[CH:7][CH:6]=[CH:5][C:4]=1[F:9].Cl.[O:18]=[C:19]1[C:24]([C:25]([O:27][CH3:28])=[O:26])=[CH:23][CH:22]=[CH:21][NH:20]1.[H-].[Na+], predict the reaction product. The product is: [F:9][C:4]1[CH:5]=[CH:6][CH:7]=[CH:8][C:3]=1[CH:2]([C:10]1[CH:15]=[CH:14][CH:13]=[CH:12][C:11]=1[F:16])[N:20]1[CH:21]=[CH:22][CH:23]=[C:24]([C:25]([O:27][CH3:28])=[O:26])[C:19]1=[O:18]. (6) Given the reactants [CH3:1][C:2]1[NH:6][N:5]=[C:4]([C:7]2[CH:12]=[CH:11][C:10]([CH3:13])=[C:9]([N+:14]([O-:16])=[O:15])[CH:8]=2)[CH:3]=1.Br[CH2:18][CH2:19][O:20][Si:21]([C:24]([CH3:27])([CH3:26])[CH3:25])([CH3:23])[CH3:22].C([O-])([O-])=O.[Cs+].[Cs+].[Na+].[I-], predict the reaction product. The product is: [C:24]([Si:21]([CH3:23])([CH3:22])[O:20][CH2:19][CH2:18][N:6]1[C:2]([CH3:1])=[CH:3][C:4]([C:7]2[CH:12]=[CH:11][C:10]([CH3:13])=[C:9]([N+:14]([O-:16])=[O:15])[CH:8]=2)=[N:5]1)([CH3:27])([CH3:26])[CH3:25]. (7) Given the reactants C(OCC)(=O)C.[N:7]([CH2:10][CH2:11][O:12][CH2:13][C:14]1[NH:19][C:18]([CH3:20])=[C:17]([C:21]([OH:23])=[O:22])[CH:16]([C:24]2[CH:29]=[CH:28][CH:27]=[C:26]([Cl:30])[CH:25]=2)[C:15]=1[C:31](=[O:48])[NH:32][CH2:33][CH2:34][CH:35]([C:42]1[CH:47]=[CH:46][CH:45]=[CH:44][CH:43]=1)[C:36]1[CH:41]=[CH:40][CH:39]=[CH:38][CH:37]=1)=[N+]=[N-], predict the reaction product. The product is: [NH2:7][CH2:10][CH2:11][O:12][CH2:13][C:14]1[N:19]=[C:18]([CH3:20])[C:17]([C:21]([OH:23])=[O:22])=[C:16]([C:24]2[CH:29]=[CH:28][CH:27]=[C:26]([Cl:30])[CH:25]=2)[C:15]=1[C:31](=[O:48])[NH:32][CH2:33][CH2:34][CH:35]([C:42]1[CH:43]=[CH:44][CH:45]=[CH:46][CH:47]=1)[C:36]1[CH:37]=[CH:38][CH:39]=[CH:40][CH:41]=1.[NH2:7][CH2:10][CH2:11][O:12][CH2:13][C:14]1[NH:19][C:18]([CH3:20])=[C:17]([C:21]([OH:23])=[O:22])[CH:16]([C:24]2[CH:29]=[CH:28][CH:27]=[C:26]([Cl:30])[CH:25]=2)[C:15]=1[C:31](=[O:48])[NH:32][CH2:33][CH2:34][CH:35]([C:36]1[CH:41]=[CH:40][CH:39]=[CH:38][CH:37]=1)[C:42]1[CH:47]=[CH:46][CH:45]=[CH:44][CH:43]=1. (8) Given the reactants [CH2:1](Br)[C:2]#[CH:3].C1(C)C=CC=CC=1.[Cl:12][C:13]1[CH:39]=[CH:38][C:16]([O:17][CH2:18][CH:19]([OH:37])[C:20]([NH:22][CH2:23][CH2:24][C:25]2[CH:30]=[CH:29][C:28]([O:31][CH2:32][C:33]#[CH:34])=[C:27]([O:35][CH3:36])[CH:26]=2)=[O:21])=[CH:15][CH:14]=1.[OH-].[Na+], predict the reaction product. The product is: [Cl:12][C:13]1[CH:14]=[CH:15][C:16]([O:17][CH2:18][CH:19]([O:37][CH2:3][C:2]#[CH:1])[C:20]([NH:22][CH2:23][CH2:24][C:25]2[CH:30]=[CH:29][C:28]([O:31][CH2:32][C:33]#[CH:34])=[C:27]([O:35][CH3:36])[CH:26]=2)=[O:21])=[CH:38][CH:39]=1.